Dataset: Forward reaction prediction with 1.9M reactions from USPTO patents (1976-2016). Task: Predict the product of the given reaction. (1) The product is: [Br:1][C:2]1[CH:3]=[CH:4][C:5]([Cl:10])=[C:6]([CH2:7][O:8][Si:24]([C:20]([CH3:23])([CH3:22])[CH3:21])([C:32]2[CH:33]=[CH:34][CH:35]=[CH:36][CH:37]=2)[C:26]2[CH:31]=[CH:30][CH:29]=[CH:28][CH:27]=2)[CH:9]=1. Given the reactants [Br:1][C:2]1[CH:3]=[CH:4][C:5]([Cl:10])=[C:6]([CH:9]=1)[CH2:7][OH:8].C(N(C(C)C)CC)(C)C.[C:20]([Si:24]([C:32]1[CH:37]=[CH:36][CH:35]=[CH:34][CH:33]=1)([C:26]1[CH:31]=[CH:30][CH:29]=[CH:28][CH:27]=1)Cl)([CH3:23])([CH3:22])[CH3:21].O, predict the reaction product. (2) Given the reactants [Cl:1][C:2]1[N:3]=[CH:4][C:5]([C:9]([OH:11])=O)=[N:6][C:7]=1[CH3:8].Cl.[CH3:13][C:14]1[S:15][C:16]([CH2:19][NH2:20])=[CH:17][N:18]=1.C(N(CC)CC)C, predict the reaction product. The product is: [Cl:1][C:2]1[N:3]=[CH:4][C:5]([C:9]([NH:20][CH2:19][C:16]2[S:15][C:14]([CH3:13])=[N:18][CH:17]=2)=[O:11])=[N:6][C:7]=1[CH3:8]. (3) Given the reactants C(N(CC)CC)C.Cl.[N:9]1[CH:14]=[CH:13][CH:12]=[CH:11][C:10]=1[C:15]1[CH:23]=[CH:22][C:18]([C:19](Cl)=[O:20])=[CH:17][CH:16]=1.[CH2:24]([CH2:26][NH2:27])[OH:25], predict the reaction product. The product is: [N:9]1[CH:14]=[CH:13][CH:12]=[CH:11][C:10]=1[C:15]1[CH:23]=[CH:22][C:18]([C:19]([NH:27][CH2:26][CH2:24][OH:25])=[O:20])=[CH:17][CH:16]=1. (4) Given the reactants [CH3:1][NH:2][C:3]1[CH:8]=[CH:7][CH:6]=[CH:5][CH:4]=1.Cl[C:10]1[N:15]=[C:14]([NH:16][C:17]2[CH:22]=[CH:21][C:20]([N:23]3[CH:27]=[C:26]([CH3:28])[N:25]=[CH:24]3)=[C:19]([O:29][CH3:30])[CH:18]=2)[CH:13]=[CH:12][CH:11]=1, predict the reaction product. The product is: [CH3:30][O:29][C:19]1[CH:18]=[C:17]([NH:16][C:14]2[CH:13]=[CH:12][CH:11]=[C:10]([N:2]([CH3:1])[C:3]3[CH:8]=[CH:7][CH:6]=[CH:5][CH:4]=3)[N:15]=2)[CH:22]=[CH:21][C:20]=1[N:23]1[CH:27]=[C:26]([CH3:28])[N:25]=[CH:24]1. (5) Given the reactants [CH:1]([C@@H:4]1[C:9]([O:10][CH3:11])=[N:8][CH2:7][C:6]([O:12][CH3:13])=[N:5]1)([CH3:3])[CH3:2].[Cl:14][CH2:15][Si:16]([CH2:19]Cl)([CH3:18])[CH3:17].C([Li])CCC.[Cl-].[NH4+], predict the reaction product. The product is: [Cl:14][CH2:15][Si:16]([CH2:19][C@H:7]1[C:6]([O:12][CH3:13])=[N:5][C@H:4]([CH:1]([CH3:3])[CH3:2])[C:9]([O:10][CH3:11])=[N:8]1)([CH3:18])[CH3:17]. (6) Given the reactants [Br:1][C:2]1[CH:3]=[C:4]([CH:15]=[CH:16][CH:17]=1)[C:5]([C:7]1[C:8]([C:13]#[N:14])=[N:9][CH:10]=[CH:11][CH:12]=1)=O.[C:18]([S:22]([NH2:24])=[O:23])([CH3:21])([CH3:20])[CH3:19], predict the reaction product. The product is: [Br:1][C:2]1[CH:3]=[C:4](/[C:5](/[C:7]2[C:8]([C:13]#[N:14])=[N:9][CH:10]=[CH:11][CH:12]=2)=[N:24]\[S:22]([C:18]([CH3:21])([CH3:20])[CH3:19])=[O:23])[CH:15]=[CH:16][CH:17]=1. (7) Given the reactants [NH2:1][C:2]1[CH:10]=[CH:9][CH:8]=[CH:7][C:3]=1[C:4](O)=O.[CH3:11][CH:12]1[CH2:17][CH2:16][C:15](=O)[CH2:14][CH2:13]1.P(Cl)(Cl)([Cl:21])=O, predict the reaction product. The product is: [Cl:21][C:4]1[C:3]2[C:2]([N:1]=[C:15]3[C:16]=1[CH2:17][CH:12]([CH3:11])[CH2:13][CH2:14]3)=[CH:10][CH:9]=[CH:8][CH:7]=2. (8) Given the reactants [C:1]1([CH3:11])[CH:6]=[CH:5][C:4]([S:7](Cl)(=[O:9])=[O:8])=[CH:3][CH:2]=1.C1COCC1.[CH3:17][O:18][CH2:19][CH2:20][O:21][CH2:22][CH2:23][OH:24].[OH-].[Na+], predict the reaction product. The product is: [C:1]1([CH3:11])[CH:6]=[CH:5][C:4]([S:7]([O:24][CH2:23][CH2:22][O:21][CH2:20][CH2:19][O:18][CH3:17])(=[O:9])=[O:8])=[CH:3][CH:2]=1. (9) Given the reactants [CH:1]1([NH:4][C:5](=[O:43])[NH:6][C:7]2[CH:41]=[CH:40][C:10]([O:11][C:12]3[CH:17]=[CH:16][N:15]=[C:14]4[CH:18]=[C:19]([C:21]5[CH:22]=[N:23][N:24]([CH2:26][CH2:27][N:28]([CH2:36][CH2:37][O:38][CH3:39])C(=O)OC(C)(C)C)[CH:25]=5)[S:20][C:13]=34)=[C:9]([F:42])[CH:8]=2)[CH2:3][CH2:2]1.C(O)(C(F)(F)F)=O, predict the reaction product. The product is: [CH:1]1([NH:4][C:5]([NH:6][C:7]2[CH:41]=[CH:40][C:10]([O:11][C:12]3[CH:17]=[CH:16][N:15]=[C:14]4[CH:18]=[C:19]([C:21]5[CH:22]=[N:23][N:24]([CH2:26][CH2:27][NH:28][CH2:36][CH2:37][O:38][CH3:39])[CH:25]=5)[S:20][C:13]=34)=[C:9]([F:42])[CH:8]=2)=[O:43])[CH2:3][CH2:2]1.